Dataset: Peptide-MHC class II binding affinity with 134,281 pairs from IEDB. Task: Regression. Given a peptide amino acid sequence and an MHC pseudo amino acid sequence, predict their binding affinity value. This is MHC class II binding data. (1) The MHC is DRB1_1001 with pseudo-sequence DRB1_1001. The binding affinity (normalized) is 0.721. The peptide sequence is GPKEPFRDYVDRFYKTLR. (2) The peptide sequence is EFIPMKSSWGAIWRI. The binding affinity (normalized) is 0.293. The MHC is DRB1_1201 with pseudo-sequence DRB1_1201. (3) The peptide sequence is AIPKVPPGPNITATY. The MHC is HLA-DPA10201-DPB10101 with pseudo-sequence HLA-DPA10201-DPB10101. The binding affinity (normalized) is 0. (4) The peptide sequence is CLHYTVDKSKPKVYQWFD. The MHC is DRB5_0101 with pseudo-sequence DRB5_0101. The binding affinity (normalized) is 0.659. (5) The MHC is DRB1_1001 with pseudo-sequence DRB1_1001. The peptide sequence is EKKYFAITQFEPLAA. The binding affinity (normalized) is 0.801. (6) The peptide sequence is AAFNNAIKAGTGGAY. The MHC is HLA-DPA10301-DPB10402 with pseudo-sequence HLA-DPA10301-DPB10402. The binding affinity (normalized) is 0.0105.